Dataset: NCI-60 drug combinations with 297,098 pairs across 59 cell lines. Task: Regression. Given two drug SMILES strings and cell line genomic features, predict the synergy score measuring deviation from expected non-interaction effect. (1) Drug 1: C1=NC2=C(N=C(N=C2N1C3C(C(C(O3)CO)O)O)F)N. Drug 2: C1CN1C2=NC(=NC(=N2)N3CC3)N4CC4. Cell line: NCI-H522. Synergy scores: CSS=33.5, Synergy_ZIP=-11.6, Synergy_Bliss=-3.50, Synergy_Loewe=-3.87, Synergy_HSA=0.0764. (2) Drug 1: C1=CC=C(C(=C1)C(C2=CC=C(C=C2)Cl)C(Cl)Cl)Cl. Drug 2: COCCOC1=C(C=C2C(=C1)C(=NC=N2)NC3=CC=CC(=C3)C#C)OCCOC.Cl. Cell line: SNB-75. Synergy scores: CSS=-2.86, Synergy_ZIP=2.19, Synergy_Bliss=1.25, Synergy_Loewe=-5.30, Synergy_HSA=-4.51.